Predict the reactants needed to synthesize the given product. From a dataset of Full USPTO retrosynthesis dataset with 1.9M reactions from patents (1976-2016). (1) Given the product [Cl:1][C:2]1[CH:3]=[C:4]([C:11]2[CH:16]=[C:15]([Cl:17])[CH:14]=[CH:13][C:12]=2[O:18][CH2:19][C:20]([OH:22])=[O:21])[CH:5]=[CH:6][C:7]=1[S:8]([CH3:10])=[O:9], predict the reactants needed to synthesize it. The reactants are: [Cl:1][C:2]1[CH:3]=[C:4]([C:11]2[CH:16]=[C:15]([Cl:17])[CH:14]=[CH:13][C:12]=2[O:18][CH2:19][C:20]([O:22]C(C)(C)C)=[O:21])[CH:5]=[CH:6][C:7]=1[S:8]([CH3:10])=[O:9]. (2) Given the product [O:31]=[S:30]1(=[O:32])[CH2:33][CH2:34][N:1]([C:2]2[C:14]3[C:5](=[C:6]4[C:11](=[C:12]([C:15]5[CH:16]=[N:17][CH:18]=[CH:19][CH:20]=5)[CH:13]=3)[CH:10]=[N:9][CH:8]=[CH:7]4)[N:4]([C:21]3[CH:26]=[CH:25][C:24]([F:27])=[CH:23][CH:22]=3)[N:3]=2)[CH2:29][CH2:28]1, predict the reactants needed to synthesize it. The reactants are: [NH2:1][C:2]1[C:14]2[C:5](=[C:6]3[C:11](=[C:12]([C:15]4[CH:16]=[N:17][CH:18]=[CH:19][CH:20]=4)[CH:13]=2)[CH:10]=[N:9][CH:8]=[CH:7]3)[N:4]([C:21]2[CH:26]=[CH:25][C:24]([F:27])=[CH:23][CH:22]=2)[N:3]=1.[CH:28]([S:30]([CH:33]=[CH2:34])(=[O:32])=[O:31])=[CH2:29].OP(O)(O)=O.N. (3) The reactants are: O.O.O.O.O.O.[Cl-:7].[Mg+2:8].[Cl-].[CH2:10]1[CH2:14][N:13]([C:15]([CH2:17][NH:18][C:19]23[CH2:28][C:26]4([OH:29])[CH2:27][CH:21]([CH2:22][CH:23]([CH2:25]4)[CH2:24]2)[CH2:20]3)=[O:16])[C@H:12]([C:30]#[N:31])[CH2:11]1. Given the product [CH2:10]1[CH2:14][N:13]([C:15]([CH2:17][NH:18][C:19]23[CH2:28][C:26]4([OH:29])[CH2:25][CH:23]([CH2:22][CH:21]([CH2:27]4)[CH2:20]2)[CH2:24]3)=[O:16])[C@H:12]([C:30]#[N:31])[CH2:11]1.[Cl-:7].[Mg+2:8].[Cl-:7], predict the reactants needed to synthesize it. (4) Given the product [F:29][C:2]([F:1])([F:28])[C:3]1[CH:4]=[C:5]([S:9]([CH:12]([C@H:13]2[CH2:14][C@H:15]([N:17]3[C:18](=[O:27])[C:19]4[C:24](=[CH:23][CH:22]=[CH:21][CH:20]=4)[C:25]3=[O:26])[CH2:16]2)[CH3:31])(=[O:10])=[O:11])[CH:6]=[CH:7][CH:8]=1, predict the reactants needed to synthesize it. The reactants are: [F:1][C:2]([F:29])([F:28])[C:3]1[CH:4]=[C:5]([S:9]([CH2:12][C@H:13]2[CH2:16][C@H:15]([N:17]3[C:25](=[O:26])[C:24]4[C:19](=[CH:20][CH:21]=[CH:22][CH:23]=4)[C:18]3=[O:27])[CH2:14]2)(=[O:11])=[O:10])[CH:6]=[CH:7][CH:8]=1.[Li+].[CH3:31]C([N-]C(C)C)C.CI. (5) Given the product [C:12]([C:9]1[CH:8]=[CH:7][N:6]=[C:5]([CH3:4])[CH:10]=1)#[N:13], predict the reactants needed to synthesize it. The reactants are: ICC.[CH3:4][C:5]1[CH:10]=[CH:9][CH:8]=[CH:7][N+:6]=1[O-].[C-:12]#[N:13].[K+].